Dataset: Full USPTO retrosynthesis dataset with 1.9M reactions from patents (1976-2016). Task: Predict the reactants needed to synthesize the given product. (1) Given the product [C:12]1([CH:8]2[C:7](=[O:18])[CH2:6][CH2:11][CH2:10][NH:9]2)[CH:13]=[CH:14][CH:15]=[CH:16][CH:17]=1, predict the reactants needed to synthesize it. The reactants are: C(OC([CH:6]1[CH2:11][CH2:10][NH:9][CH:8]([C:12]2[CH:17]=[CH:16][CH:15]=[CH:14][CH:13]=2)[C:7]1=[O:18])=O)C.[OH-].[Na+]. (2) Given the product [CH2:1]([O:3][C:4]1[CH:11]=[C:10]([O:12][CH2:13][CH3:14])[C:9]([C:40](=[O:45])[C:41]([F:44])([F:43])[F:42])=[CH:8][C:5]=1[CH2:6][OH:7])[CH3:2].[Si:16]([O:23][Si:24]([C:27]([CH3:30])([CH3:29])[CH3:28])([CH3:25])[CH3:26])([C:19]([CH3:21])([CH3:22])[CH3:20])([CH3:18])[CH3:17], predict the reactants needed to synthesize it. The reactants are: [CH2:1]([O:3][C:4]1[CH:11]=[C:10]([O:12][CH2:13][CH3:14])[C:9](Br)=[CH:8][C:5]=1[CH2:6][OH:7])[CH3:2].[Si:16]([O:23][Si:24]([C:27]([CH3:30])([CH3:29])[CH3:28])([CH3:26])[CH3:25])([C:19]([CH3:22])([CH3:21])[CH3:20])([CH3:18])[CH3:17].C([Li])CCC.C(NN(NCC)[C:40](=[O:45])[C:41]([F:44])([F:43])[F:42])C.[Cl-].[NH4+].